From a dataset of NCI-60 drug combinations with 297,098 pairs across 59 cell lines. Regression. Given two drug SMILES strings and cell line genomic features, predict the synergy score measuring deviation from expected non-interaction effect. (1) Drug 1: C1=CC(=CC=C1CC(C(=O)O)N)N(CCCl)CCCl.Cl. Drug 2: C1CC(=O)NC(=O)C1N2C(=O)C3=CC=CC=C3C2=O. Cell line: MCF7. Synergy scores: CSS=8.75, Synergy_ZIP=-5.65, Synergy_Bliss=0.0231, Synergy_Loewe=-13.5, Synergy_HSA=-1.32. (2) Drug 1: CCC(=C(C1=CC=CC=C1)C2=CC=C(C=C2)OCCN(C)C)C3=CC=CC=C3.C(C(=O)O)C(CC(=O)O)(C(=O)O)O. Drug 2: CC12CCC3C(C1CCC2O)C(CC4=C3C=CC(=C4)O)CCCCCCCCCS(=O)CCCC(C(F)(F)F)(F)F. Cell line: NCI-H460. Synergy scores: CSS=2.46, Synergy_ZIP=0.343, Synergy_Bliss=-0.152, Synergy_Loewe=0.534, Synergy_HSA=0.253. (3) Drug 1: CC1=C2C(C(=O)C3(C(CC4C(C3C(C(C2(C)C)(CC1OC(=O)C(C(C5=CC=CC=C5)NC(=O)OC(C)(C)C)O)O)OC(=O)C6=CC=CC=C6)(CO4)OC(=O)C)OC)C)OC. Drug 2: C1=CC=C(C=C1)NC(=O)CCCCCCC(=O)NO. Cell line: CAKI-1. Synergy scores: CSS=45.1, Synergy_ZIP=-3.67, Synergy_Bliss=-3.78, Synergy_Loewe=-8.54, Synergy_HSA=1.32. (4) Drug 1: CC(CN1CC(=O)NC(=O)C1)N2CC(=O)NC(=O)C2. Drug 2: CCC1(C2=C(COC1=O)C(=O)N3CC4=CC5=C(C=CC(=C5CN(C)C)O)N=C4C3=C2)O.Cl. Cell line: SF-295. Synergy scores: CSS=39.2, Synergy_ZIP=-1.29, Synergy_Bliss=2.17, Synergy_Loewe=3.78, Synergy_HSA=5.69. (5) Drug 1: CC12CCC3C(C1CCC2=O)CC(=C)C4=CC(=O)C=CC34C. Drug 2: C1C(C(OC1N2C=NC3=C(N=C(N=C32)Cl)N)CO)O. Cell line: MCF7. Synergy scores: CSS=25.6, Synergy_ZIP=2.25, Synergy_Bliss=5.09, Synergy_Loewe=2.74, Synergy_HSA=2.70. (6) Drug 1: CCC1=CC2CC(C3=C(CN(C2)C1)C4=CC=CC=C4N3)(C5=C(C=C6C(=C5)C78CCN9C7C(C=CC9)(C(C(C8N6C)(C(=O)OC)O)OC(=O)C)CC)OC)C(=O)OC.C(C(C(=O)O)O)(C(=O)O)O. Drug 2: C(CN)CNCCSP(=O)(O)O. Cell line: NCI-H522. Synergy scores: CSS=50.4, Synergy_ZIP=-0.906, Synergy_Bliss=-1.62, Synergy_Loewe=-66.3, Synergy_HSA=-2.13.